The task is: Regression/Classification. Given a drug SMILES string, predict its absorption, distribution, metabolism, or excretion properties. Task type varies by dataset: regression for continuous measurements (e.g., permeability, clearance, half-life) or binary classification for categorical outcomes (e.g., BBB penetration, CYP inhibition). For this dataset (ppbr_az), we predict Y.. This data is from Plasma protein binding rate (PPBR) regression data from AstraZeneca. (1) The molecule is CNCCCC12CCC(c3ccccc31)c1ccccc12. The Y is 87.4 %. (2) The drug is C[N+]1(C)CCC(OC(=O)C(O)(c2ccccc2)C2CCCC2)C1. The Y is 28.9 %. (3) The molecule is CNc1c(C(N)=O)cnc2[nH]c(-c3ccc(OCCN4CCOCC4)cc3)nc12. The Y is 78.8 %. (4) The drug is COc1ccc2ncc(=O)n(CCN3CC[C@@H](NCc4ccc5c(n4)NC(=O)CO5)[C@@H](O)C3)c2c1. The Y is 94.7 %. (5) The drug is Cc1ncc(NC(=O)c2cc(NC(=O)c3cccc(C(F)(F)F)c3)ccc2C)s1. The Y is 98.8 %. (6) The Y is 93.9 %. The molecule is O=C1CN(C(=O)c2ccccc2)C(c2ccccc2)c2cc(Cl)ccc2N1.